This data is from Experimentally validated miRNA-target interactions with 360,000+ pairs, plus equal number of negative samples. The task is: Binary Classification. Given a miRNA mature sequence and a target amino acid sequence, predict their likelihood of interaction. (1) The protein sequence of the target gene is MSAQAQMRALLDQLMGTARDGDETRQRVKFTDDRVCKSHLLDCCPHDILAGTRMDLGECTKIHDLALRADYEIASKERDLFFELDAMDHLESFIAECDRRTELAKKRLAETQEEISAEVSAKAEKVHELNEEIGKLLAKAEQLGAEGNVDESQKILMEVEKVRAKKKEAEEEYRNSMPASSFQQQKLRVCEVCSAYLGLHDNDRRLADHFGGKLHLGFIQIREKLDQLRKTVAEKQEKRNQDRLRRREEREREERLGRRSGSRTRDRRRSRSRDRRRRRSRSTSRERRKFSRSRSRDRYR.... The miRNA is hsa-miR-6780a-3p with sequence CUCCUCUGUUUUCUUUCCUAG. Result: 0 (no interaction). (2) The miRNA is mmu-miR-7013-3p with sequence CCACACUUACUGUUGCCUCUUCCU. The protein sequence of the target gene is MSKCGRKKYMRTNVRQMTMETVESQQDRSVTRSVAEHSSAHMQTGQISVPTLAQVSVAGSGTGRGSPAVTLVQLPSGQTVQVQGVIQTPHPSVIQSPQIQTVQVATIAETDDSADSEVIDSHKRREILSRRPSYRKILNELSSDVPGIPKIEEEKSEEEGTPPNIATMAVPTSIYQTSTGQYIAIAQGGTIQISNPGSDGVQGLQALTMTNSGAPPPGATIVQYAAQSADGTQQFFVPGSQVVVQDEETDLAPSHMAAATGDMPTYQIRAPTTALPQGVVMAASPGSLHSPQQLAEEATR.... Result: 1 (interaction). (3) The miRNA is hsa-miR-6755-3p with sequence UGUUGUCAUGUUUUUUCCCUAG. The protein sequence of the target gene is MGNKQPQKVTVPTGTALQGVVLIVSTLHQPGGWICGKDPCCSLRPLSNSVQNALACKSKQDYQAGILFKTRAFISRDCGSDAAEDSASKGETYTLTLEHKGAGEGDLRPRGQPGWCRLGDPRRDSARPVAAIEGPCPGAARASRVLRGRGFSRNPRGRGLPSGAGWRGAGGAGEGAVTFPERRGDVRRKGAGRARFKWHSLSSELRAVWAAAGYISREPGRRGADGDSSGGERLGARRNSAPRAPCPPTGPPARPPSRGAPARAREGRRHPAADLDPPPGEPPAAASRGAPAQRPPSESP.... Result: 0 (no interaction).